Dataset: Forward reaction prediction with 1.9M reactions from USPTO patents (1976-2016). Task: Predict the product of the given reaction. (1) Given the reactants [F:1][C:2]1[CH:3]=[C:4]2[C:9](=[C:10]([N+:12]([O-])=O)[CH:11]=1)[N:8]=[CH:7][CH:6]=[CH:5]2, predict the reaction product. The product is: [NH2:12][C:10]1[CH:11]=[C:2]([F:1])[CH:3]=[C:4]2[C:9]=1[NH:8][CH2:7][CH2:6][CH2:5]2. (2) Given the reactants [CH3:1][CH2:2][O:3][C:4]([C:6](N)=O)=O.Cl.Cl.[F:11][C:12]([F:16])([F:15])[CH2:13][NH2:14].C([O-])([O-])=O.[K+].[K+], predict the reaction product. The product is: [CH2:2]([O:3][C:4](=[N:14][CH2:13][C:12]([F:16])([F:15])[F:11])[CH3:6])[CH3:1]. (3) The product is: [SH:15][C:14]1[NH:1][C:2]2[C:3](=[O:9])[NH:4][CH:5]=[CH:6][C:7]=2[N:8]=1. Given the reactants [NH2:1][C:2]1[C:3]([OH:9])=[N:4][CH:5]=[CH:6][C:7]=1[NH2:8].[K].CCO[C:14](S)=[S:15].C(OCC)C, predict the reaction product.